From a dataset of CYP1A2 inhibition data for predicting drug metabolism from PubChem BioAssay. Regression/Classification. Given a drug SMILES string, predict its absorption, distribution, metabolism, or excretion properties. Task type varies by dataset: regression for continuous measurements (e.g., permeability, clearance, half-life) or binary classification for categorical outcomes (e.g., BBB penetration, CYP inhibition). Dataset: cyp1a2_veith. (1) The compound is Cc1ccc(S(=O)(=O)CC#CCOC(=O)c2ccc([N+](=O)[O-])cc2)cc1. The result is 1 (inhibitor). (2) The molecule is COc1ccc(C(=O)Nc2ccc(Cl)cn2)cc1Cl. The result is 1 (inhibitor). (3) The molecule is CC(C)CC(=O)Nc1ccc2c(c1)oc1ccccc12. The result is 1 (inhibitor). (4) The molecule is CCOC(=O)C(C)(C)Oc1ccc(Cl)cc1. The result is 1 (inhibitor). (5) The compound is CCc1cc2c(Sc3nc4ccccc4s3)ncnc2s1. The result is 1 (inhibitor).